From a dataset of Catalyst prediction with 721,799 reactions and 888 catalyst types from USPTO. Predict which catalyst facilitates the given reaction. Reactant: [Cl:1][C:2]1[CH:3]=[C:4]([CH:15]=[CH:16][C:17]=1[F:18])[O:5][C:6]1[N:14]=[CH:13][CH:12]=[CH:11][C:7]=1[C:8]([OH:10])=O.[F:19][C:20]1[CH:21]=[C:22]2[C:27](=[CH:28][C:29]=1[F:30])[NH:26][CH2:25][CH2:24][CH2:23]2.C(N(CCCC)CCCC)CCC.[I-].ClC1C=CC=C[N+]=1C. Product: [Cl:1][C:2]1[CH:3]=[C:4]([CH:15]=[CH:16][C:17]=1[F:18])[O:5][C:6]1[C:7]([C:8]([N:26]2[C:27]3[C:22](=[CH:21][C:20]([F:19])=[C:29]([F:30])[CH:28]=3)[CH2:23][CH2:24][CH2:25]2)=[O:10])=[CH:11][CH:12]=[CH:13][N:14]=1. The catalyst class is: 4.